This data is from Reaction yield outcomes from USPTO patents with 853,638 reactions. The task is: Predict the reaction yield, written as a fraction of the theoretical maximum amount of product (1.0 means a 100% yield; for example, 0.34 means a 34% yield). (1) The reactants are C(OC([O:8][CH2:9][C@@:10]1([C:24]#[C:25][Si](C)(C)C)[O:14][C@@H:13]([N:15]2[CH:23]=[C:21]([CH3:22])[C:19](=[O:20])[NH:18][C:16]2=[O:17])[CH:12]=[CH:11]1)=O)(C)(C)C.C(=O)([O-])[O-].[K+].[K+].CO.O. The catalyst is C(#N)C. The product is [C:24]([C@:10]1([CH2:9][OH:8])[O:14][C@@H:13]([N:15]2[CH:23]=[C:21]([CH3:22])[C:19](=[O:20])[NH:18][C:16]2=[O:17])[CH:12]=[CH:11]1)#[CH:25]. The yield is 0.940. (2) The reactants are [N+:1]([C:4]1[CH:12]=[CH:11][CH:10]=[C:9]2[C:5]=1[CH2:6][N:7]([CH:14]([CH2:20][C:21](O)=O)[C@@H:15](C(=O)N)[NH2:16])[C:8]2=[O:13])([O-:3])=[O:2].S(Cl)(Cl)=O.[OH2:28].[C:29](=O)([O-])[O-:30].[Na+].[Na+]. The catalyst is CN(C)C=O.CO. The product is [N+:1]([C:4]1[CH:12]=[CH:11][CH:10]=[C:9]2[C:5]=1[CH2:6][N:7]([CH:14]1[CH2:20][CH2:21][C:29](=[O:30])[NH:16][C:15]1=[O:28])[C:8]2=[O:13])([O-:3])=[O:2]. The yield is 0.780. (3) The reactants are BrC1C=CC(NC(=CC([O-])=O)C(OC)=O)=C(OC)C=1.[CH3:20][O:21][C:22](=[O:44])[C:23]([NH:28][C:29]1[CH:34]=[C:33]([Br:35])[CH:32]=[CH:31][C:30]=1[O:36][CH2:37][C:38]1[CH:43]=[CH:42][CH:41]=[CH:40][CH:39]=1)=[CH:24][C:25]([O-:27])=O. No catalyst specified. The product is [CH3:20][O:21][C:22]([C:23]1[CH:24]=[C:25]([OH:27])[C:34]2[C:29](=[C:30]([O:36][CH2:37][C:38]3[CH:43]=[CH:42][CH:41]=[CH:40][CH:39]=3)[CH:31]=[CH:32][C:33]=2[Br:35])[N:28]=1)=[O:44]. The yield is 0.710. (4) The reactants are N1C=CN=C1.[CH3:6][C:7]([Si:10](Cl)([CH3:12])[CH3:11])([CH3:9])[CH3:8].[Cl:14][C:15]1[C:16]([CH3:41])=[C:17]([NH:23][C@H:24]([CH2:39][OH:40])[C:25]([NH:27][NH:28][C:29](=[O:38])[C:30]2[CH:35]=[CH:34][C:33]([C:36]#[N:37])=[CH:32][CH:31]=2)=[O:26])[CH:18]=[CH:19][C:20]=1[C:21]#[N:22].O. The catalyst is CN(C=O)C. The product is [Si:10]([O:40][CH2:39][C@@H:24]([NH:23][C:17]1[CH:18]=[CH:19][C:20]([C:21]#[N:22])=[C:15]([Cl:14])[C:16]=1[CH3:41])[C:25]([NH:27][NH:28][C:29](=[O:38])[C:30]1[CH:35]=[CH:34][C:33]([C:36]#[N:37])=[CH:32][CH:31]=1)=[O:26])([C:7]([CH3:9])([CH3:8])[CH3:6])([CH3:12])[CH3:11]. The yield is 0.780. (5) The reactants are [CH2:1]([S:3]([C:6]1[CH:7]=[C:8]([NH2:20])[C:9]([NH:12][CH2:13][CH:14]2[CH2:19][CH2:18][O:17][CH2:16][CH2:15]2)=[CH:10][CH:11]=1)(=[O:5])=[O:4])[CH3:2].[C:21]([CH2:25][C:26](Cl)=O)([CH3:24])([CH3:23])[CH3:22]. The catalyst is C(OCC)(=O)C. The product is [CH3:22][C:21]([CH3:24])([CH3:23])[CH2:25][C:26]1[N:12]([CH2:13][CH:14]2[CH2:19][CH2:18][O:17][CH2:16][CH2:15]2)[C:9]2[CH:10]=[CH:11][C:6]([S:3]([CH2:1][CH3:2])(=[O:4])=[O:5])=[CH:7][C:8]=2[N:20]=1. The yield is 0.340. (6) The reactants are [F:1][C:2]1[CH:3]=[C:4]([CH:7]=[C:8]([F:11])[C:9]=1F)[CH:5]=[O:6].[CH3:12][S-:13].[Na+].O. The catalyst is C1COCC1. The product is [F:1][C:2]1[CH:3]=[C:4]([CH:7]=[C:8]([F:11])[C:9]=1[S:13][CH3:12])[CH:5]=[O:6]. The yield is 0.620. (7) The reactants are [Cl:1][C:2]1[N:7]=[C:6]([CH3:8])[N:5]=[C:4]([CH:9]([C:12]2[C:17]([CH3:18])=[CH:16][C:15]([CH3:19])=[CH:14][C:13]=2[CH3:20])[C:10]#[N:11])[C:3]=1[CH3:21].[CH3:22][Si]([N-][Si](C)(C)C)(C)C.[Li+].CI. The catalyst is C1COCC1. The product is [Cl:1][C:2]1[N:7]=[C:6]([CH3:8])[N:5]=[C:4]([C:9]([C:12]2[C:17]([CH3:18])=[CH:16][C:15]([CH3:19])=[CH:14][C:13]=2[CH3:20])([CH3:22])[C:10]#[N:11])[C:3]=1[CH3:21]. The yield is 0.620. (8) The reactants are [CH2:1]([N:8]1[CH2:13][CH2:12][CH2:11][C@@H:10]([NH:14][C:15]2[CH:22]=[CH:21][C:18]([CH:19]=O)=[CH:17][N:16]=2)[CH2:9]1)[C:2]1[CH:7]=[CH:6][CH:5]=[CH:4][CH:3]=1.[C:23]([CH:28]=P(C1C=CC=CC=1)(C1C=CC=CC=1)C1C=CC=CC=1)([O:25][CH2:26][CH3:27])=[O:24]. The catalyst is O1CCCC1. The product is [CH2:1]([N:8]1[CH2:13][CH2:12][CH2:11][C@@H:10]([NH:14][C:15]2[N:16]=[CH:17][C:18](/[CH:19]=[CH:28]/[C:23]([O:25][CH2:26][CH3:27])=[O:24])=[CH:21][CH:22]=2)[CH2:9]1)[C:2]1[CH:7]=[CH:6][CH:5]=[CH:4][CH:3]=1. The yield is 0.570. (9) The reactants are C(N(CC)CC)C.Br[C:9]1[CH:10]=[CH:11][C:12]([F:21])=[C:13]([CH:20]=1)[CH2:14][NH:15][S:16]([CH3:19])(=[O:18])=[O:17].[CH3:22][Si:23]([C:26]#[CH:27])([CH3:25])[CH3:24]. The catalyst is O1CCCC1.[Br-].[Zn+2].[Br-].C1C=CC([P]([Pd]([P](C2C=CC=CC=2)(C2C=CC=CC=2)C2C=CC=CC=2)([P](C2C=CC=CC=2)(C2C=CC=CC=2)C2C=CC=CC=2)[P](C2C=CC=CC=2)(C2C=CC=CC=2)C2C=CC=CC=2)(C2C=CC=CC=2)C2C=CC=CC=2)=CC=1. The product is [F:21][C:12]1[CH:11]=[CH:10][C:9]([C:27]#[C:26][Si:23]([CH3:25])([CH3:24])[CH3:22])=[CH:20][C:13]=1[CH2:14][NH:15][S:16]([CH3:19])(=[O:18])=[O:17]. The yield is 0.740. (10) The reactants are Cl.[CH3:2][C:3]1[C:7]2[CH:8]=[CH:9][CH:10]=[CH:11][C:6]=2[O:5][C:4]=1[CH:12]1[CH2:15][NH:14][CH2:13]1.Cl.[O:17]=[C:18]1[NH:27][C:26]2[N:25]=[CH:24][C:23](/[CH:28]=[CH:29]/[C:30](O)=[O:31])=[CH:22][C:21]=2[CH2:20][CH2:19]1.CCN=C=NCCCN(C)C.Cl.C1C=NC2N(O)N=NC=2C=1.C(N(CC)C(C)C)(C)C. The catalyst is CN(C=O)C. The product is [CH3:2][C:3]1[C:7]2[CH:8]=[CH:9][CH:10]=[CH:11][C:6]=2[O:5][C:4]=1[CH:12]1[CH2:13][N:14]([C:30](=[O:31])/[CH:29]=[CH:28]/[C:23]2[CH:22]=[C:21]3[C:26](=[N:25][CH:24]=2)[NH:27][C:18](=[O:17])[CH2:19][CH2:20]3)[CH2:15]1. The yield is 0.580.